Dataset: NCI-60 drug combinations with 297,098 pairs across 59 cell lines. Task: Regression. Given two drug SMILES strings and cell line genomic features, predict the synergy score measuring deviation from expected non-interaction effect. Drug 1: CC1CCC2CC(C(=CC=CC=CC(CC(C(=O)C(C(C(=CC(C(=O)CC(OC(=O)C3CCCCN3C(=O)C(=O)C1(O2)O)C(C)CC4CCC(C(C4)OC)OCCO)C)C)O)OC)C)C)C)OC. Drug 2: C1=CN(C=N1)CC(O)(P(=O)(O)O)P(=O)(O)O. Cell line: UO-31. Synergy scores: CSS=20.2, Synergy_ZIP=-5.59, Synergy_Bliss=0.909, Synergy_Loewe=0.603, Synergy_HSA=0.574.